This data is from Forward reaction prediction with 1.9M reactions from USPTO patents (1976-2016). The task is: Predict the product of the given reaction. Given the reactants [CH3:1][S:2]([C:5]1[N:10]=[CH:9][C:8]([C:11]2[CH:25]=[CH:24][C:14]([O:15][CH:16]3[CH2:19][N:18]([CH2:20][C:21](O)=[O:22])[CH2:17]3)=[CH:13][CH:12]=2)=[CH:7][CH:6]=1)(=[O:4])=[O:3].S(Cl)(Cl)=O.C(N(CC)CC)C.O[NH:38][C:39](=[NH:44])[C:40]([CH3:43])([CH3:42])[CH3:41], predict the reaction product. The product is: [C:40]([C:39]1[N:44]=[C:21]([CH2:20][N:18]2[CH2:17][CH:16]([O:15][C:14]3[CH:24]=[CH:25][C:11]([C:8]4[CH:7]=[CH:6][C:5]([S:2]([CH3:1])(=[O:4])=[O:3])=[N:10][CH:9]=4)=[CH:12][CH:13]=3)[CH2:19]2)[O:22][N:38]=1)([CH3:43])([CH3:42])[CH3:41].